From a dataset of Peptide-MHC class II binding affinity with 134,281 pairs from IEDB. Regression. Given a peptide amino acid sequence and an MHC pseudo amino acid sequence, predict their binding affinity value. This is MHC class II binding data. (1) The peptide sequence is GGTEIKYNGEEYLIL. The MHC is HLA-DQA10501-DQB10301 with pseudo-sequence HLA-DQA10501-DQB10301. The binding affinity (normalized) is 0.325. (2) The peptide sequence is EKKYFAATQYEPLAA. The MHC is HLA-DPA10103-DPB10401 with pseudo-sequence HLA-DPA10103-DPB10401. The binding affinity (normalized) is 1.00.